This data is from Reaction yield outcomes from USPTO patents with 853,638 reactions. The task is: Predict the reaction yield, written as a fraction of the theoretical maximum amount of product (1.0 means a 100% yield; for example, 0.34 means a 34% yield). The reactants are [NH:1]([C:10]([O:12][CH2:13][CH:14]1[C:26]2[C:21](=[CH:22][CH:23]=[CH:24][CH:25]=2)[C:20]2[C:15]1=[CH:16][CH:17]=[CH:18][CH:19]=2)=[O:11])[C@H:2]([C:7]([OH:9])=[O:8])[CH2:3]C(=O)N.[N:27]1C=CC=CC=1.FC(F)(F)C(OI(C1C=CC=CC=1)OC(=O)C(F)(F)F)=O.C([O-])([O-])=O.[Na+].[Na+].C([O-])(O)=O.[Na+].[N+:65]([C:68]1[CH:73]=[C:72]([N+:74]([O-:76])=[O:75])[CH:71]=[CH:70][C:69]=1F)([O-:67])=[O:66].Cl. The catalyst is CN(C)C=O.C(O)C.O. The product is [N+:65]([C:68]1[CH:73]=[C:72]([N+:74]([O-:76])=[O:75])[CH:71]=[CH:70][C:69]=1[NH:27][CH2:3][C@@H:2]([C:7]([OH:9])=[O:8])[NH:1][C:10]([O:12][CH2:13][CH:14]1[C:15]2[CH:16]=[CH:17][CH:18]=[CH:19][C:20]=2[C:21]2[C:26]1=[CH:25][CH:24]=[CH:23][CH:22]=2)=[O:11])([O-:67])=[O:66]. The yield is 0.760.